This data is from Catalyst prediction with 721,799 reactions and 888 catalyst types from USPTO. The task is: Predict which catalyst facilitates the given reaction. (1) Reactant: [OH:1][C:2]12[C:13]3[C:8](=[C:9]([N+:14]([O-])=O)[CH:10]=[CH:11][CH:12]=3)[C:7](=[O:17])[C:6]1([NH:18][C:19](=[O:26])[CH2:20][N:21]1[CH:25]=[N:24][N:23]=[N:22]1)[C:5]1[CH:27]=[CH:28][C:29]([CH:31]([CH3:33])[CH3:32])=[CH:30][C:4]=1[O:3]2.O.Cl. Product: [NH2:14][C:9]1[CH:10]=[CH:11][CH:12]=[C:13]2[C:8]=1[C:7](=[O:17])[C:6]1([NH:18][C:19](=[O:26])[CH2:20][N:21]3[CH:25]=[N:24][N:23]=[N:22]3)[C:5]3[CH:27]=[CH:28][C:29]([CH:31]([CH3:33])[CH3:32])=[CH:30][C:4]=3[O:3][C:2]12[OH:1]. The catalyst class is: 186. (2) Reactant: [CH:1]1([N:6]2[C:14]3[CH:13]=[CH:12][N:11]=[C:10]([O:15]C)[C:9]=3[C:8]([C:17]3[CH:18]=[C:19]([CH:23]=[CH:24][CH:25]=3)[C:20]([NH2:22])=[O:21])=[N:7]2)[CH2:5][CH2:4][CH2:3][CH2:2]1.[I-].[Na+].Cl[Si](C)(C)C.O. Product: [CH:1]1([N:6]2[C:14]3[CH:13]=[CH:12][NH:11][C:10](=[O:15])[C:9]=3[C:8]([C:17]3[CH:18]=[C:19]([CH:23]=[CH:24][CH:25]=3)[C:20]([NH2:22])=[O:21])=[N:7]2)[CH2:5][CH2:4][CH2:3][CH2:2]1. The catalyst class is: 10. (3) Reactant: [Br:1][C:2]1[CH:16]=[C:15](/[CH:17]=[CH:18]/[CH:19]([C:24]2[CH:29]=[C:28]([Cl:30])[C:27]([Cl:31])=[C:26]([Cl:32])[CH:25]=2)[C:20]([F:23])([F:22])[F:21])[CH:14]=[CH:13][C:3]=1[C:4]([NH:6][CH:7]1[CH2:12][CH2:11][NH:10][CH2:9][CH2:8]1)=[O:5].Br[CH2:34][C:35]#[N:36]. Product: [Br:1][C:2]1[CH:16]=[C:15](/[CH:17]=[CH:18]/[CH:19]([C:24]2[CH:25]=[C:26]([Cl:32])[C:27]([Cl:31])=[C:28]([Cl:30])[CH:29]=2)[C:20]([F:23])([F:21])[F:22])[CH:14]=[CH:13][C:3]=1[C:4]([NH:6][CH:7]1[CH2:12][CH2:11][N:10]([CH2:34][C:35]#[N:36])[CH2:9][CH2:8]1)=[O:5]. The catalyst class is: 49. (4) Reactant: [CH2:1]([O:3][C:4]([CH:6]1[CH2:11][NH:10][C:9]2[CH:12]=[C:13]([Cl:17])[C:14]([Br:16])=[CH:15][C:8]=2[O:7]1)=[O:5])[CH3:2].[O:18](C(OC(C)(C)C)=O)[C:19]([O:21][C:22]([CH3:25])([CH3:24])[CH3:23])=O. Product: [CH3:2][CH2:1][O:3][C:4]([CH:6]1[CH2:11][N:10]([C:19]([O:21][C:22]([CH3:25])([CH3:24])[CH3:23])=[O:18])[C:9]2[CH:12]=[C:13]([Cl:17])[C:14]([Br:16])=[CH:15][C:8]=2[O:7]1)=[O:5]. The catalyst class is: 230. (5) Reactant: [H-].[Al+3].[Li+].[H-].[H-].[H-].C[O:8][C:9]([C:11]1[N:12]([CH3:32])[C:13]([C:16]2[CH:21]=[CH:20][C:19]([CH2:22][N:23]3[C:27]4[CH:28]=[CH:29][CH:30]=[CH:31][C:26]=4[N:25]=[CH:24]3)=[CH:18][CH:17]=2)=[N:14][CH:15]=1)=O. Product: [N:23]1([CH2:22][C:19]2[CH:18]=[CH:17][C:16]([C:13]3[N:12]([CH3:32])[C:11]([CH2:9][OH:8])=[CH:15][N:14]=3)=[CH:21][CH:20]=2)[C:27]2[CH:28]=[CH:29][CH:30]=[CH:31][C:26]=2[N:25]=[CH:24]1. The catalyst class is: 7. (6) Reactant: [Br:1][C:2]1[C:3]([CH:13]2[CH2:15][CH2:14]2)=[C:4]2[C:9](=[CH:10][CH:11]=1)[NH:8][C:7](=S)[CH2:6][CH2:5]2.[C:16]([NH:19][NH2:20])(=O)[CH3:17]. Product: [Br:1][C:2]1[C:3]([CH:13]2[CH2:15][CH2:14]2)=[C:4]2[C:9](=[CH:10][CH:11]=1)[N:8]1[C:16]([CH3:17])=[N:19][N:20]=[C:7]1[CH2:6][CH2:5]2. The catalyst class is: 51. (7) Reactant: Cl[C:2]1[CH:7]=[C:6]([O:8][CH2:9][C:10]2[CH:11]=[C:12]([CH:15]=[CH:16][CH:17]=2)[C:13]#[N:14])[N:5]=[C:4]2[CH2:18][CH2:19][CH2:20][C:3]=12.[N:21]1[CH:26]=[CH:25][CH:24]=[C:23](B(O)O)[CH:22]=1.C(=O)([O-])[O-].[K+].[K+].O1CCOCC1.O. Product: [N:21]1[CH:26]=[CH:25][CH:24]=[C:23]([C:2]2[CH:7]=[C:6]([O:8][CH2:9][C:10]3[CH:11]=[C:12]([CH:15]=[CH:16][CH:17]=3)[C:13]#[N:14])[N:5]=[C:4]3[CH2:18][CH2:19][CH2:20][C:3]=23)[CH:22]=1. The catalyst class is: 13. (8) Reactant: [Cl:1][C:2]1[N:3]=[C:4]([NH:22][CH2:23][CH:24]2[CH2:29][CH2:28][N:27]([C:30]([O:32][C:33]([CH3:36])([CH3:35])[CH3:34])=[O:31])[CH2:26][CH2:25]2)[C:5]2[C:10](I)=[CH:9][N:8]([S:12]([C:15]3[CH:21]=[CH:20][C:18]([CH3:19])=[CH:17][CH:16]=3)(=[O:14])=[O:13])[C:6]=2[N:7]=1.C([Sn](CCCC)(CCCC)[C:42]1[CH:47]=[CH:46][N:45]=[CH:44][CH:43]=1)CCC.O.CCOC(C)=O. Product: [Cl:1][C:2]1[N:3]=[C:4]([NH:22][CH2:23][CH:24]2[CH2:29][CH2:28][N:27]([C:30]([O:32][C:33]([CH3:36])([CH3:35])[CH3:34])=[O:31])[CH2:26][CH2:25]2)[C:5]2[C:10]([C:42]3[CH:47]=[CH:46][N:45]=[CH:44][CH:43]=3)=[CH:9][N:8]([S:12]([C:15]3[CH:21]=[CH:20][C:18]([CH3:19])=[CH:17][CH:16]=3)(=[O:14])=[O:13])[C:6]=2[N:7]=1. The catalyst class is: 77. (9) Reactant: [OH:1][CH2:2][C@H:3]1[C@@H:7]([OH:8])[CH:6]=[CH:5][CH2:4]1.[C:9]([Si:13](Cl)([C:20]1[CH:25]=[CH:24][CH:23]=[CH:22][CH:21]=1)[C:14]1[CH:19]=[CH:18][CH:17]=[CH:16][CH:15]=1)([CH3:12])([CH3:11])[CH3:10]. Product: [Si:13]([O:1][CH2:2][C@H:3]1[C@@H:7]([OH:8])[CH:6]=[CH:5][CH2:4]1)([C:9]([CH3:12])([CH3:11])[CH3:10])([C:20]1[CH:21]=[CH:22][CH:23]=[CH:24][CH:25]=1)[C:14]1[CH:19]=[CH:18][CH:17]=[CH:16][CH:15]=1. The catalyst class is: 64. (10) Reactant: Br[C:2]1[CH:7]=[CH:6][CH:5]=[C:4]([Br:8])[CH:3]=1.[NH:9]1[CH2:13][CH2:12][CH2:11][CH2:10]1.CC(C)([O-])C.[Na+].C1C=CC(P(C2C(C3C(P(C4C=CC=CC=4)C4C=CC=CC=4)=CC=C4C=3C=CC=C4)=C3C(C=CC=C3)=CC=2)C2C=CC=CC=2)=CC=1. Product: [Br:8][C:4]1[CH:3]=[C:2]([N:9]2[CH2:13][CH2:12][CH2:11][CH2:10]2)[CH:7]=[CH:6][CH:5]=1. The catalyst class is: 101.